From a dataset of Catalyst prediction with 721,799 reactions and 888 catalyst types from USPTO. Predict which catalyst facilitates the given reaction. (1) Reactant: [C:1]([C:3]1[C:8]([CH3:9])=[CH:7][C:6]([CH:10](O)[CH3:11])=[C:5]([O:13][CH3:14])[C:4]=1[CH:15]1[CH2:18][N:17]([C:19]([O:21][C:22]([CH3:25])([CH3:24])[CH3:23])=[O:20])[CH2:16]1)#[N:2].S(Cl)([Cl:28])=O. Product: [Cl:28][CH:10]([C:6]1[C:5]([O:13][CH3:14])=[C:4]([CH:15]2[CH2:18][N:17]([C:19]([O:21][C:22]([CH3:25])([CH3:24])[CH3:23])=[O:20])[CH2:16]2)[C:3]([C:1]#[N:2])=[C:8]([CH3:9])[CH:7]=1)[CH3:11]. The catalyst class is: 306. (2) Reactant: [Br:1][C:2]1[CH:3]=[C:4]([C:19]2[N:23]=[C:22]([C:24]([NH:26][CH2:27][C:28]3[CH:33]=[CH:32][CH:31]=[C:30]([C:34]([F:37])([F:36])[F:35])[CH:29]=3)=[O:25])[O:21][N:20]=2)[CH:5]=[C:6]([Br:18])[C:7]=1[O:8]CC1C=CC(OC)=CC=1.[CH3:38][C:39](C)([O-])C.[Na+].C(I)C.O. Product: [Br:1][C:2]1[CH:3]=[C:4]([C:19]2[N:23]=[C:22]([C:24]([N:26]([CH2:38][CH3:39])[CH2:27][C:28]3[CH:33]=[CH:32][CH:31]=[C:30]([C:34]([F:37])([F:36])[F:35])[CH:29]=3)=[O:25])[O:21][N:20]=2)[CH:5]=[C:6]([Br:18])[C:7]=1[OH:8]. The catalyst class is: 9.